From a dataset of Catalyst prediction with 721,799 reactions and 888 catalyst types from USPTO. Predict which catalyst facilitates the given reaction. (1) Reactant: Br[CH2:2][C:3]1[N:8]=[C:7]([C:9]#[N:10])[CH:6]=[CH:5][C:4]=1[CH:11]1[CH2:13][CH2:12]1.[F:14][C:15]1[CH:24]=[CH:23][C:18](CB(O)O)=[CH:17][CH:16]=1.C([O-])([O-])=O.[Cs+].[Cs+]. Product: [CH:11]1([C:4]2[CH:5]=[CH:6][C:7]([C:9]#[N:10])=[N:8][C:3]=2[CH2:2][C:18]2[CH:23]=[CH:24][C:15]([F:14])=[CH:16][CH:17]=2)[CH2:13][CH2:12]1. The catalyst class is: 12. (2) Reactant: FC(F)(F)C(O)=O.[F:8][C:9]1[CH:46]=[CH:45][CH:44]=[C:43]([F:47])[C:10]=1[CH2:11][O:12][C:13]1[C:14]2[N:15]([C:20]([C:24]([NH:26][CH:27]3[CH:31]([C:32]([F:35])([F:34])[F:33])[CH2:30][N:29](C(OC(C)(C)C)=O)[CH2:28]3)=[O:25])=[C:21]([CH3:23])[N:22]=2)[CH:16]=[C:17]([CH3:19])[CH:18]=1.Cl. Product: [F:8][C:9]1[CH:46]=[CH:45][CH:44]=[C:43]([F:47])[C:10]=1[CH2:11][O:12][C:13]1[C:14]2[N:15]([C:20]([C:24]([NH:26][CH:27]3[CH:31]([C:32]([F:35])([F:33])[F:34])[CH2:30][NH:29][CH2:28]3)=[O:25])=[C:21]([CH3:23])[N:22]=2)[CH:16]=[C:17]([CH3:19])[CH:18]=1. The catalyst class is: 27. (3) Reactant: [N:1]([O-])=O.[Na+].[Cl:5][C:6]1[C:12]([F:13])=[CH:11][CH:10]=[CH:9][C:7]=1[NH2:8].[Sn](Cl)Cl. Product: [ClH:5].[Cl:5][C:6]1[C:12]([F:13])=[CH:11][CH:10]=[CH:9][C:7]=1[NH:8][NH2:1]. The catalyst class is: 223. (4) Product: [CH3:66][N:62]([CH2:63][CH2:64][NH:65][C:12](=[O:14])[C:11]1[CH:10]=[CH:9][C:8]([C:5]2[N:4]=[C:3]([C:2]([F:1])([F:18])[F:17])[O:7][N:6]=2)=[CH:16][CH:15]=1)[C:55](=[O:56])[O:57][C:58]([CH3:61])([CH3:59])[CH3:60]. The catalyst class is: 2. Reactant: [F:1][C:2]([F:18])([F:17])[C:3]1[O:7][N:6]=[C:5]([C:8]2[CH:16]=[CH:15][C:11]([C:12]([OH:14])=O)=[CH:10][CH:9]=2)[N:4]=1.CCOC(C(C#N)=NOC(N1CCOCC1)=[N+](C)C)=O.F[P-](F)(F)(F)(F)F.CCN(C(C)C)C(C)C.[C:55]([N:62]([CH3:66])[CH2:63][CH2:64][NH2:65])([O:57][C:58]([CH3:61])([CH3:60])[CH3:59])=[O:56]. (5) Reactant: [NH:1]1[C:9]2[C:4](=[CH:5][CH:6]=[CH:7][C:8]=2[OH:10])[CH:3]=[CH:2]1.C(=O)([O-])[O-].[K+].[K+].I[CH2:18][CH3:19]. Product: [CH2:18]([O:10][C:8]1[CH:7]=[CH:6][CH:5]=[C:4]2[C:9]=1[NH:1][CH:2]=[CH:3]2)[CH3:19]. The catalyst class is: 21. (6) Reactant: [OH-].[Na+].[Cl:3][C:4]1[CH:5]=[C:6]([C:14]2[O:18][N:17]=[C:16]([C:19]3[C:20]([O:34][CH3:35])=[C:21]([CH2:26][CH2:27][CH2:28][C:29]([O:31]CC)=[O:30])[CH:22]=[C:23]([F:25])[CH:24]=3)[N:15]=2)[CH:7]=[N:8][C:9]=1[O:10][CH:11]([CH3:13])[CH3:12].Cl. Product: [Cl:3][C:4]1[CH:5]=[C:6]([C:14]2[O:18][N:17]=[C:16]([C:19]3[C:20]([O:34][CH3:35])=[C:21]([CH2:26][CH2:27][CH2:28][C:29]([OH:31])=[O:30])[CH:22]=[C:23]([F:25])[CH:24]=3)[N:15]=2)[CH:7]=[N:8][C:9]=1[O:10][CH:11]([CH3:13])[CH3:12]. The catalyst class is: 30. (7) Reactant: [H-].[Na+].Cl.[Cl:4][CH2:5][C:6]1[CH:7]=[N:8][CH:9]=[CH:10][CH:11]=1.O.[NH:13]1[CH2:17][CH2:16][CH2:15][C:14]1=[O:18]. Product: [ClH:4].[N:8]1[CH:9]=[CH:10][CH:11]=[C:6]([CH2:5][N:13]2[CH2:17][CH2:16][CH2:15][C:14]2=[O:18])[CH:7]=1. The catalyst class is: 9. (8) Reactant: [C:1]([O:5][C:6]([N:8]1[CH2:11][C:10]([O:13][C:14]2[CH:15]=[C:16]3[C:25](=[CH:26][C:27]=2Br)[O:24][CH2:23][C:22]2[N:17]3[CH:18]([CH3:30])[C:19](=[O:29])[NH:20][N:21]=2)([CH3:12])[CH2:9]1)=[O:7])([CH3:4])([CH3:3])[CH3:2].[CH3:31][C:32]1(C)[C:36](C)(C)OB(C(C)=C)O1.C([O-])([O-])=O.[K+].[K+].C(Cl)Cl. Product: [C:1]([O:5][C:6]([N:8]1[CH2:11][C:10]([O:13][C:14]2[CH:15]=[C:16]3[C:25](=[CH:26][C:27]=2[C:32]([CH3:36])=[CH2:31])[O:24][CH2:23][C:22]2[N:17]3[CH:18]([CH3:30])[C:19](=[O:29])[NH:20][N:21]=2)([CH3:12])[CH2:9]1)=[O:7])([CH3:4])([CH3:3])[CH3:2]. The catalyst class is: 117. (9) Reactant: [OH:1][C:2]1[CH:7]=[CH:6][CH:5]=[CH:4][C:3]=1[C:8]1[C:9]([O:16][CH3:17])=[CH:10][C:11](=[O:15])[N:12]([CH3:14])[N:13]=1.[F:18][C:19]1[CH:24]=[CH:23][C:22](B(O)O)=[CH:21][CH:20]=1.C(N(CC)CC)C. Product: [F:18][C:19]1[CH:24]=[CH:23][C:22]([O:1][C:2]2[CH:7]=[CH:6][CH:5]=[CH:4][C:3]=2[C:8]2[C:9]([O:16][CH3:17])=[CH:10][C:11](=[O:15])[N:12]([CH3:14])[N:13]=2)=[CH:21][CH:20]=1. The catalyst class is: 221. (10) Product: [OH:11][CH2:10][C:2]([CH3:19])([CH3:1])[CH2:3][CH:4]1[CH2:8][O:7][C:6](=[O:9])[O:5]1. The catalyst class is: 7. Reactant: [CH3:1][C:2]([CH3:19])([CH2:10][O:11][Si](C)(C)C(C)(C)C)[CH2:3][CH:4]1[CH2:8][O:7][C:6](=[O:9])[O:5]1.F.F.F.C(N(CC)CC)C.